Dataset: M1 muscarinic receptor antagonist screen with 61,756 compounds. Task: Binary Classification. Given a drug SMILES string, predict its activity (active/inactive) in a high-throughput screening assay against a specified biological target. (1) The drug is S(=O)(=O)(N(CCCCC)C(=O)NC(=O)Nc1c(cccc1)C)C. The result is 0 (inactive). (2) The drug is n12c(n3c(ncc3)C)c3c(CCC3)c(c1nc1c2cccc1)C#N. The result is 0 (inactive). (3) The compound is O(CCn1c(nc2n(c(=O)n(c(=O)c12)C)C)CN1CCCCC1)CC. The result is 0 (inactive). (4) The compound is S(=O)(=O)(c1c2nc3c(nc2n(\N=C\c2cc(O)ccc2)c1N)cccc3)c1ccccc1. The result is 0 (inactive). (5) The compound is O=C(N1CCN(CC1)c1ccc(OC)cc1)c1c2c(n(c3c2cccc3)C)c(=O)n(c1)C. The result is 0 (inactive). (6) The drug is O=C(NCc1n(CCCC)c2c(n1)cccc2)CCC. The result is 0 (inactive). (7) The molecule is O=C1N(C(=O)C2C1(C1CC2C=C1)C)c1ncccc1. The result is 0 (inactive).